From a dataset of Full USPTO retrosynthesis dataset with 1.9M reactions from patents (1976-2016). Predict the reactants needed to synthesize the given product. Given the product [CH2:17]([C:14]1[CH:13]=[N:12][C:11]([C:26]2[CH:27]=[CH:28][C:23](/[CH:22]=[CH:21]/[CH2:20][OH:19])=[CH:24][CH:25]=2)=[N:16][CH:15]=1)[CH3:18], predict the reactants needed to synthesize it. The reactants are: C([O-])([O-])=O.[Na+].[Na+].C(O)C.Cl[C:11]1[N:16]=[CH:15][C:14]([CH2:17][CH3:18])=[CH:13][N:12]=1.[OH:19][CH2:20]/[CH:21]=[CH:22]/[C:23]1[CH:28]=[CH:27][C:26](B(O)O)=[CH:25][CH:24]=1.